This data is from Forward reaction prediction with 1.9M reactions from USPTO patents (1976-2016). The task is: Predict the product of the given reaction. (1) Given the reactants O=C1[C:10](=[N:11][N:12]=CC2(C)CC(C)(C(O)=O)CN2)[C:9]2C(=[CH:5][CH:6]=[CH:7][CH:8]=2)N1.Cl.C(N=C=NCCCN(C)C)C.[OH:36][C:37]1C2N=NNC=2[CH:40]=[CH:39][CH:38]=1.C([N:48]([CH2:51][CH3:52])[CH2:49][CH3:50])C.[NH2:53][C:54]1[CH:59]=[CH:58][CH:57]=[CH:56][C:55]=1[NH:60][C:61](=[O:72])[C:62]1[CH:67]=[CH:66][C:65]([NH:68][CH2:69][CH2:70][NH2:71])=[N:64][CH:63]=1.[CH3:73][N:74]([CH:76]=[O:77])C, predict the reaction product. The product is: [NH2:53][C:54]1[CH:59]=[CH:58][CH:57]=[CH:56][C:55]=1[NH:60][C:61](=[O:72])[C:62]1[CH:67]=[CH:66][C:65]([NH:68][CH2:69][CH2:70][NH:71][C:37]([C:38]2[C:39]([CH3:40])=[C:51]([CH:52]=[N:12][N:11]=[C:10]3[C:9]4[C:73](=[CH:5][CH:6]=[CH:7][CH:8]=4)[NH:74][C:76]3=[O:77])[NH:48][C:49]=2[CH3:50])=[O:36])=[N:64][CH:63]=1. (2) Given the reactants [OH-:1].[Na+].[CH3:3][C:4]1([CH3:15])[O:8][C:7]2[CH:9]=[CH:10][C:11]([CH:13]=O)=[CH:12][C:6]=2[O:5]1.Cl.[NH2:17]O.C(OCC)C, predict the reaction product. The product is: [CH3:3][C:4]1([CH3:15])[O:8][C:7]2[CH:9]=[CH:10][C:11]([CH:13]=[N:17][OH:1])=[CH:12][C:6]=2[O:5]1.